This data is from NCI-60 drug combinations with 297,098 pairs across 59 cell lines. The task is: Regression. Given two drug SMILES strings and cell line genomic features, predict the synergy score measuring deviation from expected non-interaction effect. (1) Drug 1: CC1C(C(=O)NC(C(=O)N2CCCC2C(=O)N(CC(=O)N(C(C(=O)O1)C(C)C)C)C)C(C)C)NC(=O)C3=C4C(=C(C=C3)C)OC5=C(C(=O)C(=C(C5=N4)C(=O)NC6C(OC(=O)C(N(C(=O)CN(C(=O)C7CCCN7C(=O)C(NC6=O)C(C)C)C)C)C(C)C)C)N)C. Drug 2: C1CC(=O)NC(=O)C1N2C(=O)C3=CC=CC=C3C2=O. Cell line: HOP-92. Synergy scores: CSS=15.5, Synergy_ZIP=-0.621, Synergy_Bliss=2.17, Synergy_Loewe=-15.3, Synergy_HSA=-1.39. (2) Drug 1: CC12CCC3C(C1CCC2=O)CC(=C)C4=CC(=O)C=CC34C. Drug 2: CCCCC(=O)OCC(=O)C1(CC(C2=C(C1)C(=C3C(=C2O)C(=O)C4=C(C3=O)C=CC=C4OC)O)OC5CC(C(C(O5)C)O)NC(=O)C(F)(F)F)O. Cell line: SK-MEL-28. Synergy scores: CSS=7.11, Synergy_ZIP=3.23, Synergy_Bliss=0.651, Synergy_Loewe=-0.239, Synergy_HSA=-0.589. (3) Drug 1: CN(C)N=NC1=C(NC=N1)C(=O)N. Drug 2: C1CC(=O)NC(=O)C1N2C(=O)C3=CC=CC=C3C2=O. Cell line: COLO 205. Synergy scores: CSS=-3.30, Synergy_ZIP=-1.30, Synergy_Bliss=-5.39, Synergy_Loewe=-4.55, Synergy_HSA=-5.73. (4) Drug 1: C1C(C(OC1N2C=NC3=C(N=C(N=C32)Cl)N)CO)O. Drug 2: C(=O)(N)NO. Cell line: K-562. Synergy scores: CSS=43.4, Synergy_ZIP=-6.52, Synergy_Bliss=-13.4, Synergy_Loewe=-38.2, Synergy_HSA=-9.82. (5) Drug 1: CC1=C(C=C(C=C1)NC(=O)C2=CC=C(C=C2)CN3CCN(CC3)C)NC4=NC=CC(=N4)C5=CN=CC=C5. Drug 2: CCC1(CC2CC(C3=C(CCN(C2)C1)C4=CC=CC=C4N3)(C5=C(C=C6C(=C5)C78CCN9C7C(C=CC9)(C(C(C8N6C)(C(=O)OC)O)OC(=O)C)CC)OC)C(=O)OC)O.OS(=O)(=O)O. Cell line: ACHN. Synergy scores: CSS=0.345, Synergy_ZIP=1.01, Synergy_Bliss=-0.0504, Synergy_Loewe=-1.68, Synergy_HSA=-2.62. (6) Cell line: RPMI-8226. Drug 1: CS(=O)(=O)OCCCCOS(=O)(=O)C. Drug 2: C1CCC(C(C1)N)N.C(=O)(C(=O)[O-])[O-].[Pt+4]. Synergy scores: CSS=45.4, Synergy_ZIP=8.11, Synergy_Bliss=6.85, Synergy_Loewe=6.92, Synergy_HSA=6.93. (7) Drug 1: CCCCC(=O)OCC(=O)C1(CC(C2=C(C1)C(=C3C(=C2O)C(=O)C4=C(C3=O)C=CC=C4OC)O)OC5CC(C(C(O5)C)O)NC(=O)C(F)(F)F)O. Drug 2: C1=CC=C(C=C1)NC(=O)CCCCCCC(=O)NO. Cell line: SF-539. Synergy scores: CSS=53.4, Synergy_ZIP=-0.697, Synergy_Bliss=-2.59, Synergy_Loewe=-4.82, Synergy_HSA=-0.721.